This data is from Catalyst prediction with 721,799 reactions and 888 catalyst types from USPTO. The task is: Predict which catalyst facilitates the given reaction. (1) Reactant: [CH3:1][O:2][P:3]([CH3:7])(=[O:6])[O:4][CH3:5].[Li]CCCC.C[O:14][C:15](=O)[C:16]1[CH:21]=[CH:20][CH:19]=[C:18]([CH2:22][C:23]2[CH:28]=[CH:27][CH:26]=[CH:25][CH:24]=2)[CH:17]=1. Product: [CH3:1][O:2][P:3]([CH2:7][C:15]([C:16]1[CH:21]=[CH:20][CH:19]=[C:18]([CH2:22][C:23]2[CH:28]=[CH:27][CH:26]=[CH:25][CH:24]=2)[CH:17]=1)=[O:14])(=[O:6])[O:4][CH3:5]. The catalyst class is: 1. (2) Reactant: [CH3:1][C@H:2]([C@H:6]1[C@H:8]([CH2:9][C@H:10]2[CH2:15][O:14][C@@H:13]([CH2:16]/[C:17](/[CH3:33])=[CH:18]/[C:19]([O:21][CH2:22][CH2:23][CH2:24][CH2:25][CH2:26][CH2:27][CH2:28][CH2:29][C:30]([O-:32])=[O:31])=[O:20])[C@H:12]([OH:34])[C@@H:11]2[OH:35])[O:7]1)[C@H:3]([CH3:5])[OH:4].[CH3:36][C@H:37]([C@H:41]1[C@H:43]([CH2:44][C@H:45]2[CH2:50][O:49][C@@H:48]([CH2:51]/[C:52](/[CH3:68])=[CH:53]/[C:54]([O:56][CH2:57][CH2:58][CH2:59][CH2:60][CH2:61][CH2:62][CH2:63][CH2:64][C:65]([O-:67])=[O:66])=[O:55])[C@H:47]([OH:69])[C@@H:46]2[OH:70])[O:42]1)[C@H:38]([CH3:40])[OH:39].[Ca+2:71]. Product: [CH3:1][C@H:2]([C@H:6]1[C@H:8]([CH2:9][C@H:10]2[CH2:15][O:14][C@@H:13]([CH2:16]/[C:17](/[CH3:33])=[CH:18]/[C:19]([O:21][CH2:22][CH2:23][CH2:24][CH2:25][CH2:26][CH2:27][CH2:28][CH2:29][C:30]([O-:32])=[O:31])=[O:20])[C@H:12]([OH:34])[C@@H:11]2[OH:35])[O:7]1)[C@H:3]([CH3:5])[OH:4].[CH3:36][C@H:37]([C@H:41]1[C@H:43]([CH2:44][C@H:45]2[CH2:50][O:49][C@@H:48]([CH2:51]/[C:52](/[CH3:68])=[CH:53]/[C:54]([O:56][CH2:57][CH2:58][CH2:59][CH2:60][CH2:61][CH2:62][CH2:63][CH2:64][C:65]([O-:67])=[O:66])=[O:55])[C@H:47]([OH:69])[C@@H:46]2[OH:70])[O:42]1)[C@H:38]([CH3:40])[OH:39].[OH2:4].[OH2:4].[Ca+2:71]. The catalyst class is: 6.